From a dataset of CYP2C9 inhibition data for predicting drug metabolism from PubChem BioAssay. Regression/Classification. Given a drug SMILES string, predict its absorption, distribution, metabolism, or excretion properties. Task type varies by dataset: regression for continuous measurements (e.g., permeability, clearance, half-life) or binary classification for categorical outcomes (e.g., BBB penetration, CYP inhibition). Dataset: cyp2c9_veith. The result is 1 (inhibitor). The drug is CC(C)=C1C(=O)C(c2ccccc2)=C2CN3C(=O)N(CCc4ccccc4)C(=O)[C@]3(Cc3ccc(C(F)(F)F)cc3)[C@H]21.